From a dataset of Full USPTO retrosynthesis dataset with 1.9M reactions from patents (1976-2016). Predict the reactants needed to synthesize the given product. (1) Given the product [CH3:1][N:2]([CH3:31])[CH2:3][CH2:4][O:5][C:6]1[CH:11]=[CH:10][C:9]([N:12]2[CH2:16][CH2:15][N:14]([C:17]3[CH:22]=[CH:21][C:20]([O:23][C:24]4[CH:25]=[CH:26][CH:27]=[CH:28][CH:29]=4)=[CH:19][CH:18]=3)[C:13]2=[O:30])=[CH:8][CH:7]=1, predict the reactants needed to synthesize it. The reactants are: [CH3:1][N:2]([CH3:31])[CH2:3][CH2:4][O:5][C:6]1[CH:11]=[CH:10][C:9]([N:12]2[CH:16]=[CH:15][N:14]([C:17]3[CH:22]=[CH:21][C:20]([O:23][C:24]4[CH:29]=[CH:28][CH:27]=[CH:26][CH:25]=4)=[CH:19][CH:18]=3)[C:13]2=[O:30])=[CH:8][CH:7]=1.[H][H]. (2) The reactants are: [N:1]1([S:10]([C:13]2[CH:14]=[N:15][C:16]3[C:21]([CH:22]=2)=[CH:20][CH:19]=[CH:18][C:17]=3[N:23]2[CH2:28][CH2:27][N:26](C(OC(C)(C)C)=O)[CH2:25][CH2:24]2)(=[O:12])=[O:11])[C:9]2[C:4](=[CH:5][CH:6]=[CH:7][CH:8]=2)[CH2:3][CH2:2]1.[ClH:36]. Given the product [ClH:36].[N:1]1([S:10]([C:13]2[CH:14]=[N:15][C:16]3[C:21]([CH:22]=2)=[CH:20][CH:19]=[CH:18][C:17]=3[N:23]2[CH2:24][CH2:25][NH:26][CH2:27][CH2:28]2)(=[O:12])=[O:11])[C:9]2[C:4](=[CH:5][CH:6]=[CH:7][CH:8]=2)[CH2:3][CH2:2]1, predict the reactants needed to synthesize it. (3) The reactants are: I[C:2]1[C:15]([O:16][CH3:17])=[CH:14][C:13]2[C@:12]34[CH2:18][CH2:19][N:20]([C:21]([O:23][CH2:24][C:25]5[CH:30]=[CH:29][CH:28]=[CH:27][CH:26]=5)=[O:22])[C@@H:6]([C@@H:7]3[CH2:8][CH2:9][CH2:10][CH2:11]4)[CH2:5][C:4]=2[CH:3]=1.[CH2:31](B(O)O)[CH:32]([CH3:34])[CH3:33].C([O-])([O-])=O.[Cs+].[Cs+].O. Given the product [CH2:31]([C:2]1[C:15]([O:16][CH3:17])=[CH:14][C:13]2[C@:12]34[CH2:18][CH2:19][N:20]([C:21]([O:23][CH2:24][C:25]5[CH:30]=[CH:29][CH:28]=[CH:27][CH:26]=5)=[O:22])[C@@H:6]([C@@H:7]3[CH2:8][CH2:9][CH2:10][CH2:11]4)[CH2:5][C:4]=2[CH:3]=1)[CH:32]([CH3:34])[CH3:33], predict the reactants needed to synthesize it. (4) Given the product [ClH:1].[N:2]12[CH2:11][CH:6]3[CH2:7][CH:8]([CH2:10][CH:4]([C@@H:5]3[NH:12][C:22]([C:20]3[S:21][C:16]4[CH:15]=[CH:14][CH:13]=[CH:18][C:17]=4[CH:19]=3)=[O:23])[CH2:3]1)[CH2:9]2, predict the reactants needed to synthesize it. The reactants are: [ClH:1].[N:2]12[CH2:11][CH:6]3[CH2:7][CH:8]([CH2:10][CH:4]([C@@H:5]3[NH2:12])[CH2:3]1)[CH2:9]2.[CH:13]1[CH:18]=[C:17]2[CH:19]=[C:20]([C:22](O)=[O:23])[S:21][C:16]2=[CH:15][CH:14]=1.N. (5) Given the product [CH3:1][C:2]1([CH3:75])[O:6][C@@H:5]([C@@H:7]([NH2:48])[CH2:8][NH:9][C@H:10]2[CH2:15][C@H:14]([O:16][CH2:17][C:18]3[CH:19]=[CH:20][CH:21]=[CH:22][CH:23]=3)[C@@H:13]([O:24][CH2:25][C:26]3[CH:31]=[CH:30][CH:29]=[CH:28][CH:27]=3)[C@H:12]([O:32][CH2:33][C:34]3[CH:35]=[CH:36][CH:37]=[CH:38][CH:39]=3)[C@H:11]2[O:40][CH2:41][C:42]2[CH:47]=[CH:46][CH:45]=[CH:44][CH:43]=2)[C@@H:4]([CH2:61][CH2:62][CH2:63][CH2:64][CH2:65][CH2:66][CH2:67][CH2:68][CH2:69][CH2:70][CH2:71][CH2:72][CH2:73][CH3:74])[O:3]1, predict the reactants needed to synthesize it. The reactants are: [CH3:1][C:2]1([CH3:75])[O:6][C@@H:5]([C@@H:7]([NH:48]S(C2C=CC=CC=2[N+]([O-])=O)(=O)=O)[CH2:8][NH:9][C@H:10]2[CH2:15][C@H:14]([O:16][CH2:17][C:18]3[CH:23]=[CH:22][CH:21]=[CH:20][CH:19]=3)[C@@H:13]([O:24][CH2:25][C:26]3[CH:31]=[CH:30][CH:29]=[CH:28][CH:27]=3)[C@H:12]([O:32][CH2:33][C:34]3[CH:39]=[CH:38][CH:37]=[CH:36][CH:35]=3)[C@H:11]2[O:40][CH2:41][C:42]2[CH:47]=[CH:46][CH:45]=[CH:44][CH:43]=2)[C@@H:4]([CH2:61][CH2:62][CH2:63][CH2:64][CH2:65][CH2:66][CH2:67][CH2:68][CH2:69][CH2:70][CH2:71][CH2:72][CH2:73][CH3:74])[O:3]1.C1(S)C=CC=CC=1.C([O-])([O-])=O.[Cs+].[Cs+].C([O-])(O)=O.[Na+]. (6) The reactants are: [NH2:1][C:2]1[C:7]([C:8]([NH2:10])=[O:9])=[C:6]([N:11]2[CH2:16][CH2:15][CH:14]([C:17]3[N:18]([CH3:33])[CH:19]=[C:20]([C:22]4[CH:27]=[CH:26][C:25]([F:28])=[C:24]([C:29](F)(F)F)[CH:23]=4)[N:21]=3)[CH2:13][CH2:12]2)[N:5]=[CH:4][N:3]=1.NC1C(C#N)=C(N2CCC(C3N(C[CH2:63][NH:64][CH:65]4[CH2:69][CH2:68][CH2:67][CH2:66]4)C=C(C4C=CC(F)=C(C)C=4)N=3)CC2)N=CN=1. Given the product [NH2:1][C:2]1[C:7]([C:8]([NH2:10])=[O:9])=[C:6]([N:11]2[CH2:12][CH2:13][CH:14]([C:17]3[N:18]([CH2:33][CH2:63][NH:64][CH:65]4[CH2:69][CH2:68][CH2:67][CH2:66]4)[CH:19]=[C:20]([C:22]4[CH:27]=[CH:26][C:25]([F:28])=[C:24]([CH3:29])[CH:23]=4)[N:21]=3)[CH2:15][CH2:16]2)[N:5]=[CH:4][N:3]=1, predict the reactants needed to synthesize it.